This data is from Full USPTO retrosynthesis dataset with 1.9M reactions from patents (1976-2016). The task is: Predict the reactants needed to synthesize the given product. (1) Given the product [CH3:1][C@H:2]1[O:7][C@@H:6]([CH3:8])[CH2:5][N:4]([C:9]2[CH:16]=[C:15]([F:17])[C:14]([C:18]#[C:19][C:25]3[S:26][CH:27]=[CH:28][N:29]=3)=[CH:13][C:10]=2[CH:11]=[O:12])[CH2:3]1, predict the reactants needed to synthesize it. The reactants are: [CH3:1][C@@H:2]1[O:7][C@H:6]([CH3:8])[CH2:5][N:4]([C:9]2[CH:16]=[C:15]([F:17])[C:14]([C:18]#[C:19][Si](C)(C)C)=[CH:13][C:10]=2[CH:11]=[O:12])[CH2:3]1.Br[C:25]1[S:26][CH:27]=[CH:28][N:29]=1. (2) Given the product [C:1]1([S:7]([NH:10][C:11]2[CH:12]=[C:13]([C:18]3[S:22][C:21]([NH:23][C:24](=[O:26])[CH3:25])=[N:20][C:19]=3[CH2:27][Br:28])[CH:14]=[N:15][C:16]=2[Cl:17])(=[O:8])=[O:9])[CH:2]=[CH:3][CH:4]=[CH:5][CH:6]=1, predict the reactants needed to synthesize it. The reactants are: [C:1]1([S:7]([NH:10][C:11]2[CH:12]=[C:13]([C:18]3[S:22][C:21]([NH:23][C:24](=[O:26])[CH3:25])=[N:20][C:19]=3[CH3:27])[CH:14]=[N:15][C:16]=2[Cl:17])(=[O:9])=[O:8])[CH:6]=[CH:5][CH:4]=[CH:3][CH:2]=1.[Br:28]N1C(=O)CCC1=O.C(Cl)(Cl)(Cl)Cl. (3) Given the product [F:1][C:2]1[CH:35]=[C:34]([F:36])[CH:33]=[CH:32][C:3]=1[O:4][C:5]1[C:19]([O:20][C:21]2[CH:22]=[N:23][C:24]([S:27]([CH2:30][CH3:31])(=[O:28])=[O:29])=[CH:25][CH:26]=2)=[CH:18][C:8]2[NH:9][C:10]([C:12]3[CH:17]=[N:37][CH:15]=[CH:14][N:13]=3)=[N:11][C:7]=2[CH:6]=1, predict the reactants needed to synthesize it. The reactants are: [F:1][C:2]1[CH:35]=[C:34]([F:36])[CH:33]=[CH:32][C:3]=1[O:4][C:5]1[C:19]([O:20][C:21]2[CH:22]=[N:23][C:24]([S:27]([CH2:30][CH3:31])(=[O:29])=[O:28])=[CH:25][CH:26]=2)=[CH:18][C:8]2[NH:9][C:10]([C:12]3[CH:17]=C[CH:15]=[CH:14][N:13]=3)=[N:11][C:7]=2[CH:6]=1.[N:37]1C=CN=CC=1C(O)=O. (4) Given the product [F:1][C:2]1[CH:3]=[C:4]2[C:9](=[CH:10][C:11]=1[F:12])[N:8]([CH2:21][CH2:22][N:23]1[CH2:28][CH2:27][CH:26]([NH:29][C:30](=[O:31])[O:32][C:33]([CH3:36])([CH3:35])[CH3:34])[CH2:25][CH2:24]1)[C:7](=[O:13])[CH:6]=[N:5]2, predict the reactants needed to synthesize it. The reactants are: [F:1][C:2]1[CH:3]=[C:4]2[C:9](=[CH:10][C:11]=1[F:12])[NH:8][C:7](=[O:13])[CH:6]=[N:5]2.[H-].[Na+].CS(O[CH2:21][CH2:22][N:23]1[CH2:28][CH2:27][CH:26]([NH:29][C:30]([O:32][C:33]([CH3:36])([CH3:35])[CH3:34])=[O:31])[CH2:25][CH2:24]1)(=O)=O.COC1C=C2C(C=CC(=O)N2CCN2CCC(NC(=O)OC(C)(C)C)CC2)=CC=1. (5) Given the product [CH2:37]([NH:39][C:27]([CH2:26][NH:25][C@@H:9]([CH2:8][C:5]1[CH:6]=[CH:7][C:2]([F:1])=[CH:3][CH:4]=1)[C:10]([NH:12][C:13]1[N:17]([CH3:18])[N:16]=[C:15]([C:19]2[CH:24]=[CH:23][N:22]=[CH:21][CH:20]=2)[CH:14]=1)=[O:11])=[O:28])[CH3:38], predict the reactants needed to synthesize it. The reactants are: [F:1][C:2]1[CH:7]=[CH:6][C:5]([CH2:8][C@H:9]([NH:25][CH2:26][C:27](O)=[O:28])[C:10]([NH:12][C:13]2[N:17]([CH3:18])[N:16]=[C:15]([C:19]3[CH:24]=[CH:23][N:22]=[CH:21][CH:20]=3)[CH:14]=2)=[O:11])=[CH:4][CH:3]=1.C(OCC)(=O)C.Cl.[CH2:37]([NH2:39])[CH3:38].[Cl-].[NH4+]. (6) Given the product [NH2:8][C:6]1[CH:5]=[CH:4][C:3]([OH:11])=[C:2]([F:1])[CH:7]=1, predict the reactants needed to synthesize it. The reactants are: [F:1][C:2]1[CH:7]=[C:6]([N+:8]([O-])=O)[CH:5]=[CH:4][C:3]=1[OH:11].NC1C=CC(O)=CC=1F. (7) Given the product [F:25]/[C:13](/[C:14]1[CH:19]=[CH:18][C:17]([O:20][C:21]([F:24])([F:23])[F:22])=[CH:16][CH:15]=1)=[CH:12]\[C:8]1[CH:9]=[C:10]([CH3:11])[N:6]([CH2:5][C:4]2[CH:3]=[C:2]([N:49]3[CH2:50][CH:47]([OH:46])[CH2:48]3)[CH:28]=[CH:27][CH:26]=2)[N:7]=1, predict the reactants needed to synthesize it. The reactants are: Br[C:2]1[CH:3]=[C:4]([CH:26]=[CH:27][CH:28]=1)[CH2:5][N:6]1[C:10]([CH3:11])=[CH:9][C:8](/[CH:12]=[C:13](\[F:25])/[C:14]2[CH:19]=[CH:18][C:17]([O:20][C:21]([F:24])([F:23])[F:22])=[CH:16][CH:15]=2)=[N:7]1.[Si]([O:46][CH:47]1[CH2:50][NH:49][CH2:48]1)(C(C)(C)C)(C1C=CC=CC=1)C1C=CC=CC=1.C1(P(C2CCCCC2)C2C=CC=CC=2C2C(C(C)C)=CC(C(C)C)=CC=2C(C)C)CCCCC1.[F-].C([N+](CCCC)(CCCC)CCCC)CCC. (8) Given the product [Cl:35][C:4]1[C:5]2[C:10]([C:11]3[C:16]([CH3:17])=[CH:15][C:14]([CH3:18])=[CH:13][C:12]=3[CH3:19])=[CH:9][N:8]([CH3:20])[C:6]=2[N:7]=[C:2]([N:1]([CH2:25][CH2:30][CH3:29])[CH2:40][CH2:41][CH3:42])[N:3]=1, predict the reactants needed to synthesize it. The reactants are: [NH2:1][C:2]1[NH:3][C:4](=O)[C:5]2[C:10]([C:11]3[C:16]([CH3:17])=[CH:15][C:14]([CH3:18])=[CH:13][C:12]=3[CH3:19])=[CH:9][N:8]([CH3:20])[C:6]=2[N:7]=1.C(N(CC)[C:25]1[CH:30]=[CH:29]C=CC=1)C.P(Cl)(Cl)([Cl:35])=O.[H-].[Na+].[CH2:40](I)[CH2:41][CH3:42]. (9) Given the product [C:1]([O:5][C:6]([N:8]1[CH2:9][CH2:10][CH:11]([CH2:14][O:15][CH2:16][CH:17]([NH:25][C:36]([C:32]2[CH:31]=[C:30]3[C:35]([C:27]([Cl:26])=[CH:28][NH:29]3)=[CH:34][CH:33]=2)=[O:37])[C:18]2[CH:23]=[CH:22][CH:21]=[CH:20][C:19]=2[F:24])[CH2:12][CH2:13]1)=[O:7])([CH3:4])([CH3:2])[CH3:3], predict the reactants needed to synthesize it. The reactants are: [C:1]([O:5][C:6]([N:8]1[CH2:13][CH2:12][CH:11]([CH2:14][O:15][CH2:16][CH:17]([NH2:25])[C:18]2[CH:23]=[CH:22][CH:21]=[CH:20][C:19]=2[F:24])[CH2:10][CH2:9]1)=[O:7])([CH3:4])([CH3:3])[CH3:2].[Cl:26][C:27]1[C:35]2[C:30](=[CH:31][C:32]([C:36](O)=[O:37])=[CH:33][CH:34]=2)[NH:29][CH:28]=1. (10) Given the product [Cl:22][C:23]1[S:27][C:26]([CH2:28][O:20][C:17]2[CH:18]=[CH:19][N:14]([C:11]3[CH:12]=[CH:13][C:6]4[N:5]=[C:4]([CH:1]5[CH2:2][CH2:3]5)[N:8]([CH3:9])[C:7]=4[CH:10]=3)[C:15](=[O:21])[CH:16]=2)=[CH:25][CH:24]=1, predict the reactants needed to synthesize it. The reactants are: [CH:1]1([C:4]2[N:8]([CH3:9])[C:7]3[CH:10]=[C:11]([N:14]4[CH:19]=[CH:18][C:17]([OH:20])=[CH:16][C:15]4=[O:21])[CH:12]=[CH:13][C:6]=3[N:5]=2)[CH2:3][CH2:2]1.[Cl:22][C:23]1[S:27][C:26]([CH2:28]O)=[CH:25][CH:24]=1.C(P(CCCC)CCCC)CCC.N(C(N1CCCCC1)=O)=NC(N1CCCCC1)=O.